From a dataset of Reaction yield outcomes from USPTO patents with 853,638 reactions. Predict the reaction yield, written as a fraction of the theoretical maximum amount of product (1.0 means a 100% yield; for example, 0.34 means a 34% yield). (1) The yield is 0.250. The reactants are F[P-](F)(F)(F)(F)F.N1(O[P+](N(C)C)(N(C)C)N(C)C)C2C=CC=CC=2N=N1.[CH:28]1([CH2:34][C@H:35]([N:39]2[CH2:47][C:46]3[C:41](=[CH:42][CH:43]=[CH:44][CH:45]=3)[C:40]2=[O:48])[C:36]([OH:38])=O)[CH2:33][CH2:32][CH2:31][CH2:30][CH2:29]1.[NH2:49][C:50]1[CH:55]=[CH:54][C:53]([Cl:56])=[CH:52][N:51]=1.C1(C[C@H](N2CC3C(=CC=CC=3)C2=O)C(NC2SC=CN=2)=O)CCCCC1. No catalyst specified. The product is [CH:28]1([CH2:34][C@H:35]([N:39]2[CH2:47][C:46]3[C:45](=[CH:44][CH:43]=[CH:42][CH:41]=3)[C:40]2=[O:48])[C:36]([NH:49][C:50]2[CH:55]=[CH:54][C:53]([Cl:56])=[CH:52][N:51]=2)=[O:38])[CH2:29][CH2:30][CH2:31][CH2:32][CH2:33]1. (2) The catalyst is C1COCC1. The reactants are [C:9](O[C:9]([O:11][C:12]([CH3:15])([CH3:14])[CH3:13])=[O:10])([O:11][C:12]([CH3:15])([CH3:14])[CH3:13])=[O:10].[Br:16][C:17]1[CH:30]=[CH:29][CH:28]=[C:27]2[C:18]=1[S:19][C:20]1[CH:21]=[CH:22][C:23]([NH2:31])=[CH:24][C:25]=1[CH2:26]2. The yield is 0.710. The product is [C:12]([O:11][C:9](=[O:10])[NH:31][C:23]1[CH:22]=[CH:21][C:20]2[S:19][C:18]3[C:27](=[CH:28][CH:29]=[CH:30][C:17]=3[Br:16])[CH2:26][C:25]=2[CH:24]=1)([CH3:13])([CH3:14])[CH3:15]. (3) The reactants are C1C=CC(P(C2C=CC3C(=CC=CC=3)C=2C2C3C(=CC=CC=3)C=CC=2P(C2C=CC=CC=2)C2C=CC=CC=2)C2C=CC=CC=2)=CC=1.Cl.Cl.[CH3:49][Si:50]([CH3:77])([CH3:76])[CH2:51][CH2:52][O:53][CH2:54][N:55]1[C:59]2[N:60]=[CH:61][N:62]=[C:63]([C:64]3[CH:65]=[N:66][N:67]([C:69]4([CH2:73][C:74]#[N:75])[CH2:72][NH:71][CH2:70]4)[CH:68]=3)[C:58]=2[CH:57]=[CH:56]1.Cl[C:79]1[N:80]=[CH:81][C:82]([C:85]([O:87][CH3:88])=[O:86])=[N:83][CH:84]=1.C(=O)([O-])[O-].[Cs+].[Cs+]. The catalyst is C1(C)C=CC=CC=1.C([O-])(=O)C.[Pd+2].C([O-])(=O)C. The product is [C:74]([CH2:73][C:69]1([N:67]2[CH:68]=[C:64]([C:63]3[C:58]4[CH:57]=[CH:56][N:55]([CH2:54][O:53][CH2:52][CH2:51][Si:50]([CH3:76])([CH3:49])[CH3:77])[C:59]=4[N:60]=[CH:61][N:62]=3)[CH:65]=[N:66]2)[CH2:70][N:71]([C:79]2[N:80]=[CH:81][C:82]([C:85]([O:87][CH3:88])=[O:86])=[N:83][CH:84]=2)[CH2:72]1)#[N:75]. The yield is 0.550.